From a dataset of Full USPTO retrosynthesis dataset with 1.9M reactions from patents (1976-2016). Predict the reactants needed to synthesize the given product. (1) The reactants are: [Br:1][C:2]1[CH:3]=[C:4]2[C:8](=[CH:9][CH:10]=1)[NH:7][CH:6]=[CH:5]2.[CH:11]([C:13]1[CH:18]=[CH:17][CH:16]=[CH:15][N:14]=1)=[CH2:12].[OH-].[Na+]. Given the product [Br:1][C:2]1[CH:3]=[C:4]2[C:8](=[CH:9][CH:10]=1)[NH:7][CH:6]=[C:5]2[CH2:12][CH2:11][C:13]1[CH:18]=[CH:17][CH:16]=[CH:15][N:14]=1, predict the reactants needed to synthesize it. (2) Given the product [CH2:39]([O:38][CH:37]([O:41][CH2:3][CH3:4])[CH2:36][S:35][C:7]1[C:16]([O:17][CH2:18][CH2:19][CH2:20][CH2:21][CH2:22][CH3:23])=[CH:15][C:14]2[C:9](=[CH:10][CH:11]=[C:12]([S:35][CH2:36][CH:37]([O:38][CH2:39][CH3:40])[O:41][CH2:42][CH3:43])[C:13]=2[CH2:24][CH3:25])[C:8]=1[CH2:27][CH3:28])[CH3:40], predict the reactants needed to synthesize it. The reactants are: C([Li])C[CH2:3][CH3:4].Br[C:7]1[C:16]([O:17][CH2:18][CH2:19][CH2:20][CH2:21][CH2:22][CH3:23])=[CH:15][C:14]2[C:9](=[CH:10][CH:11]=[C:12](Br)[C:13]=2[CH2:24][CH3:25])[C:8]=1[CH2:27][CH3:28].[CH2:39]([O:38][CH:37]([O:41][CH2:42][CH3:43])[CH2:36][S:35][S:35][CH2:36][CH:37]([O:41][CH2:42][CH3:43])[O:38][CH2:39][CH3:40])[CH3:40]. (3) Given the product [ClH:1].[Cl:1][C:2]1[CH:7]=[CH:6][CH:5]=[CH:4][C:3]=1[C:8]1[CH:13]=[CH:12][CH:11]=[C:10]([NH:14][C:15]([C@@H:17]2[CH2:21][C@@H:20]([F:22])[CH2:19][NH:18]2)=[O:16])[C:9]=1[F:30], predict the reactants needed to synthesize it. The reactants are: [Cl:1][C:2]1[CH:7]=[CH:6][CH:5]=[CH:4][C:3]=1[C:8]1[CH:13]=[CH:12][CH:11]=[C:10]([NH:14][C:15]([C@@H:17]2[CH2:21][C@@H:20]([F:22])[CH2:19][N:18]2C(OC(C)(C)C)=O)=[O:16])[C:9]=1[F:30]. (4) The reactants are: [CH3:1][O:2][C:3](=[O:10])[C:4]([CH3:9])([CH3:8])[CH:5]([OH:7])[CH3:6].[C:11]1([CH3:21])[CH:16]=[CH:15][C:14]([S:17](Cl)(=[O:19])=[O:18])=[CH:13][CH:12]=1.Cl. Given the product [CH3:1][O:2][C:3](=[O:10])[C:4]([CH3:9])([CH3:8])[CH:5]([O:7][S:17]([C:14]1[CH:15]=[CH:16][C:11]([CH3:21])=[CH:12][CH:13]=1)(=[O:19])=[O:18])[CH3:6], predict the reactants needed to synthesize it.